Dataset: Full USPTO retrosynthesis dataset with 1.9M reactions from patents (1976-2016). Task: Predict the reactants needed to synthesize the given product. (1) Given the product [CH:18]1([C:16]([NH:15][C:13]2[N:14]=[C:9]3[CH:8]=[CH:7][C:6]([O:5][C:4]4[CH:21]=[CH:22][C:23]([F:24])=[C:2]([NH:1][C:31]([C:27]5[N:26]([CH3:25])[CH:30]=[CH:29][N:28]=5)=[O:32])[CH:3]=4)=[N:11][N:10]3[CH:12]=2)=[O:17])[CH2:20][CH2:19]1, predict the reactants needed to synthesize it. The reactants are: [NH2:1][C:2]1[CH:3]=[C:4]([CH:21]=[CH:22][C:23]=1[F:24])[O:5][C:6]1[CH:7]=[CH:8][C:9]2[N:10]([CH:12]=[C:13]([NH:15][C:16]([CH:18]3[CH2:20][CH2:19]3)=[O:17])[N:14]=2)[N:11]=1.[CH3:25][N:26]1[CH:30]=[CH:29][N:28]=[C:27]1[C:31](O)=[O:32].Cl.C(N=C=NCCCN(C)C)C.ON1C2C=CC=CC=2N=N1.C(=O)([O-])O.[Na+]. (2) Given the product [CH3:22][O:21][CH2:20][CH2:19][O:18][CH2:17][O:16][C:13]1[CH:14]=[CH:15][C:10]([C:5]2[N:4]=[C:3]([C:27]#[N:28])[C:2]3[N:1]=[N:30][N:8]([CH3:9])[C:7]=3[CH:6]=2)=[CH:11][C:12]=1[C:23]([F:26])([F:24])[F:25], predict the reactants needed to synthesize it. The reactants are: [NH2:1][C:2]1[C:3]([C:27]#[N:28])=[N:4][C:5]([C:10]2[CH:15]=[CH:14][C:13]([O:16][CH2:17][O:18][CH2:19][CH2:20][O:21][CH3:22])=[C:12]([C:23]([F:26])([F:25])[F:24])[CH:11]=2)=[CH:6][C:7]=1[NH:8][CH3:9].Cl.[N:30]([O-])=O.[Na+].